From a dataset of Full USPTO retrosynthesis dataset with 1.9M reactions from patents (1976-2016). Predict the reactants needed to synthesize the given product. (1) Given the product [Cl:1][C:2]1[CH:9]=[CH:8][C:7]([C:10]2[C:14]3[CH2:15][N:16]([S:19]([CH3:22])(=[O:21])=[O:20])[CH2:17][CH2:18][C:13]=3[N:12]([CH2:23][CH2:24][CH2:25][N:67]3[CH2:59][CH2:60][CH2:61][CH2:66]3)[N:11]=2)=[CH:6][C:3]=1[CH2:4][NH:5][C:33](=[O:53])[C:32]1[CH:31]=[CH:38][CH:37]=[CH:36][CH:35]=1, predict the reactants needed to synthesize it. The reactants are: [Cl:1][C:2]1[CH:9]=[CH:8][C:7]([C:10]2[C:14]3[CH2:15][N:16]([S:19]([CH3:22])(=[O:21])=[O:20])[CH2:17][CH2:18][C:13]=3[N:12]([CH2:23][CH2:24][CH:25]3OCCO3)[N:11]=2)=[CH:6][C:3]=1[C:4]#[N:5].Cl[C:31]1[CH:38]=[CH:37][C:36](C2C3CN(S(C)(=O)=O)CCC=3NN=2)=[CH:35][C:32]=1[C:33]#N.C([O-])([O-])=[O:53].[Cs+].[Cs+].Br[CH2:59][CH2:60][CH:61]1OCCO1.[CH3:66][N:67](C=O)C. (2) Given the product [CH2:1]([O:8][C:9]([N:11]1[CH2:15][C@@H:14]([F:16])[CH2:13][C@H:12]1[C:17]([NH2:18])=[N:27][OH:28])=[O:10])[C:2]1[CH:7]=[CH:6][CH:5]=[CH:4][CH:3]=1, predict the reactants needed to synthesize it. The reactants are: [CH2:1]([O:8][C:9]([N:11]1[CH2:15][C@@H:14]([F:16])[CH2:13][C@H:12]1[C:17]#[N:18])=[O:10])[C:2]1[CH:7]=[CH:6][CH:5]=[CH:4][CH:3]=1.C(N(CC)CC)C.Cl.[NH2:27][OH:28]. (3) Given the product [Cl:13][C:14]1[CH:15]=[N:16][CH:17]=[CH:18][C:19]=1[C:2]1[N:7]=[C:6]([CH3:8])[N:5]=[C:4]([NH:9][C:10](=[O:12])[CH3:11])[CH:3]=1, predict the reactants needed to synthesize it. The reactants are: Cl[C:2]1[N:7]=[C:6]([CH3:8])[N:5]=[C:4]([NH:9][C:10](=[O:12])[CH3:11])[CH:3]=1.[Cl:13][C:14]1[CH:15]=[N:16][CH:17]=[CH:18][C:19]=1B1OC(C)(C)C(C)(C)O1.C(=O)([O-])[O-].[Cs+].[Cs+].O1CCOCC1. (4) The reactants are: [N:1]1[CH:6]=[CH:5][CH:4]=[CH:3][C:2]=1[C:7]1[CH:8]=[N:9][NH:10][C:11]=1[NH2:12].O=[C:14]([C:20]1[CH:25]=[CH:24][CH:23]=[CH:22][CH:21]=1)[CH2:15][C:16](OC)=[O:17]. Given the product [C:20]1([C:14]2[NH:12][C:11]3[N:10]([N:9]=[CH:8][C:7]=3[C:2]3[CH:3]=[CH:4][CH:5]=[CH:6][N:1]=3)[C:16](=[O:17])[CH:15]=2)[CH:25]=[CH:24][CH:23]=[CH:22][CH:21]=1, predict the reactants needed to synthesize it. (5) The reactants are: C[O:2][C:3]1[CH:4]=[C:5]2[C:10](=[CH:11][CH:12]=1)[C:9]([CH3:14])([CH3:13])[CH2:8][CH2:7][CH2:6]2.B(Br)(Br)Br. Given the product [CH3:13][C:9]1([CH3:14])[CH2:8][CH2:7][CH2:6][C:5]2[CH:4]=[C:3]([OH:2])[CH:12]=[CH:11][C:10]1=2, predict the reactants needed to synthesize it. (6) Given the product [CH2:2]([O:9][CH2:10][CH2:11][CH2:12][CH2:13][C@@H:14]([C:16]([O:18][CH3:19])=[O:17])[NH:15][S:37]([C:34]1[CH:33]=[CH:32][C:31]([C:27]([O:29][CH3:30])=[O:28])=[CH:36][CH:35]=1)(=[O:39])=[O:38])[C:3]1[CH:8]=[CH:7][CH:6]=[CH:5][CH:4]=1, predict the reactants needed to synthesize it. The reactants are: Cl.[CH2:2]([O:9][CH2:10][CH2:11][CH2:12][CH2:13][C@@H:14]([C:16]([O:18][CH3:19])=[O:17])[NH2:15])[C:3]1[CH:8]=[CH:7][CH:6]=[CH:5][CH:4]=1.C(N(CC)CC)C.[C:27]([C:31]1[CH:36]=[CH:35][C:34]([S:37](Cl)(=[O:39])=[O:38])=[CH:33][CH:32]=1)([O:29][CH3:30])=[O:28]. (7) Given the product [Br:1][C:21]1[CH:22]=[C:23]2[C:18]3=[C:19]([C:10]([CH3:31])([CH3:9])[C:11]4[C:16]([N:17]3[C:30]3[CH:29]=[CH:28][CH:27]=[CH:26][C:25]=3[O:24]2)=[CH:15][CH:14]=[CH:13][CH:12]=4)[CH:20]=1, predict the reactants needed to synthesize it. The reactants are: [Br:1]N1C(=O)CCC1=O.[CH3:9][C:10]1([CH3:31])[C:19]2[CH:20]=[CH:21][CH:22]=[C:23]3[O:24][C:25]4[CH:26]=[CH:27][CH:28]=[CH:29][C:30]=4[N:17]([C:18]=23)[C:16]2[C:11]1=[CH:12][CH:13]=[CH:14][CH:15]=2. (8) The reactants are: [CH3:1][O:2][C:3](=[O:16])[C:4]1[CH:9]=[CH:8][N:7]=[C:6]([N:10]2[CH2:15][CH2:14][NH:13][CH2:12][CH2:11]2)[CH:5]=1.C(N(C(C)C)CC)(C)C.[F:26][C:27]1[CH:28]=[CH:29][C:30]([C:36]([F:39])([F:38])[F:37])=[C:31]([CH:35]=1)[C:32](Cl)=[O:33]. Given the product [CH3:1][O:2][C:3](=[O:16])[C:4]1[CH:9]=[CH:8][N:7]=[C:6]([N:10]2[CH2:15][CH2:14][N:13]([C:32](=[O:33])[C:31]3[CH:35]=[C:27]([F:26])[CH:28]=[CH:29][C:30]=3[C:36]([F:39])([F:37])[F:38])[CH2:12][CH2:11]2)[CH:5]=1, predict the reactants needed to synthesize it. (9) Given the product [CH3:1][C:2]1([CH3:16])[CH2:7][CH2:6][C:5]([B:17]2[O:21][C:20]([CH3:23])([CH3:22])[C:19]([CH3:25])([CH3:24])[O:18]2)=[CH:4][CH2:3]1, predict the reactants needed to synthesize it. The reactants are: [CH3:1][C:2]1([CH3:16])[CH2:7][CH2:6][C:5](OS(C(F)(F)F)(=O)=O)=[CH:4][CH2:3]1.[B:17]1([B:17]2[O:21][C:20]([CH3:23])([CH3:22])[C:19]([CH3:25])([CH3:24])[O:18]2)[O:21][C:20]([CH3:23])([CH3:22])[C:19]([CH3:25])([CH3:24])[O:18]1.C([O-])(=O)C.[K+]. (10) The reactants are: [F:1][C:2]1[C:7]([O:8][C:9]2[CH:14]=[CH:13][CH:12]=[CH:11][CH:10]=2)=[CH:6][CH:5]=[CH:4][C:3]=1[C:15]([OH:17])=O.S(Cl)([Cl:20])=O. Given the product [F:1][C:2]1[C:7]([O:8][C:9]2[CH:14]=[CH:13][CH:12]=[CH:11][CH:10]=2)=[CH:6][CH:5]=[CH:4][C:3]=1[C:15]([Cl:20])=[O:17], predict the reactants needed to synthesize it.